From a dataset of Catalyst prediction with 721,799 reactions and 888 catalyst types from USPTO. Predict which catalyst facilitates the given reaction. (1) Reactant: [CH2:1]1[C:6]2([O:11][CH:10]=[CH:9][C:8](=[O:12])[CH2:7]2)[CH2:5][CH2:4][NH:3][CH2:2]1.FC(F)(F)C(O)=O.C(N(CC)CC)C.[CH:27]([O:30][C:31]1[CH:39]=[CH:38][C:34]([C:35](Cl)=[O:36])=[CH:33][C:32]=1[CH3:40])([CH3:29])[CH3:28]. The catalyst class is: 2. Product: [CH:27]([O:30][C:31]1[CH:39]=[CH:38][C:34]([C:35]([N:3]2[CH2:2][CH2:1][C:6]3([O:11][CH:10]=[CH:9][C:8](=[O:12])[CH2:7]3)[CH2:5][CH2:4]2)=[O:36])=[CH:33][C:32]=1[CH3:40])([CH3:29])[CH3:28]. (2) Reactant: [Cl:1][C:2]1[CH:7]=[CH:6][C:5]([CH2:8][C:9](=O)[C:10]([CH3:13])([CH3:12])[CH3:11])=[CH:4][C:3]=1[O:15][CH2:16][CH2:17][CH2:18][O:19][CH3:20].C([O-])(=O)C.[NH4+].[BH3-]C#[N:28].[Na+].[OH-].[Na+]. Product: [Cl:1][C:2]1[CH:7]=[CH:6][C:5]([CH2:8][CH:9]([NH2:28])[C:10]([CH3:13])([CH3:12])[CH3:11])=[CH:4][C:3]=1[O:15][CH2:16][CH2:17][CH2:18][O:19][CH3:20]. The catalyst class is: 5. (3) Reactant: Cl.[NH:2]([C:4]1[CH:14]=[CH:13][C:7]([C:8]([O:10][CH2:11][CH3:12])=[O:9])=[CH:6][CH:5]=1)N.[CH:15](=O)[CH2:16][CH2:17][CH2:18][CH2:19][CH3:20]. Product: [CH2:17]([C:16]1[C:14]2[C:4](=[CH:5][CH:6]=[C:7]([C:8]([O:10][CH2:11][CH3:12])=[O:9])[CH:13]=2)[NH:2][CH:15]=1)[CH2:18][CH2:19][CH3:20]. The catalyst class is: 40. (4) Reactant: C(N(C(C)C)CC)(C)C.Cl.[CH3:11][O:12][C:13](=[O:25])[C@H:14]([CH2:16][NH:17][C:18]([C:20]1[S:21][CH:22]=[CH:23][CH:24]=1)=[O:19])[NH2:15].[Cl:26][C:27]1[CH:35]=[C:34]([C:36]([NH:38][CH2:39][C:40]2[CH:48]=[CH:47][CH:46]=[C:45]3[C:41]=2[CH:42]=[N:43][N:44]3[CH:49]2[CH2:54][CH2:53][CH2:52][CH2:51][O:50]2)=[O:37])[CH:33]=[CH:32][C:28]=1[C:29](O)=[O:30].CN(C(ON1N=NC2C=CC=CC1=2)=[N+](C)C)C.F[P-](F)(F)(F)(F)F.C1C=CC2N(O)N=NC=2C=1. Product: [Cl:26][C:27]1[CH:35]=[C:34]([C:36]([NH:38][CH2:39][C:40]2[CH:48]=[CH:47][CH:46]=[C:45]3[C:41]=2[CH:42]=[N:43][N:44]3[CH:49]2[CH2:54][CH2:53][CH2:52][CH2:51][O:50]2)=[O:37])[CH:33]=[CH:32][C:28]=1[C:29]([NH:15][C@H:14]([C:13]([O:12][CH3:11])=[O:25])[CH2:16][NH:17][C:18]([C:20]1[S:21][CH:22]=[CH:23][CH:24]=1)=[O:19])=[O:30]. The catalyst class is: 3. (5) Reactant: [C:1]1([C:6]2[CH:7]=[CH:8][C:9]3[O:13][C:12]4[CH:14]=[C:15]([S:18]([NH:21][C@@H:22]([CH:27]([CH3:29])[CH3:28])[C:23]([O:25][CH3:26])=[O:24])(=[O:20])=[O:19])[CH:16]=[CH:17][C:11]=4[C:10]=3[CH:30]=2)[CH2:5][CH2:4][CH2:3][CH:2]=1.[H][H]. Product: [CH:1]1([C:6]2[CH:7]=[CH:8][C:9]3[O:13][C:12]4[CH:14]=[C:15]([S:18]([NH:21][C@@H:22]([CH:27]([CH3:28])[CH3:29])[C:23]([O:25][CH3:26])=[O:24])(=[O:20])=[O:19])[CH:16]=[CH:17][C:11]=4[C:10]=3[CH:30]=2)[CH2:2][CH2:3][CH2:4][CH2:5]1. The catalyst class is: 43. (6) Reactant: [CH3:1][N:2]1[C:7]2[CH:8]=[CH:9][CH:10]=[CH:11][C:6]=2[C:5]([CH3:12])=[CH:4][S:3]1(=[O:14])=[O:13].[Br:15]N1C(=O)CCC1=O.N(C(C)(C)C#N)=NC(C)(C)C#N.O. Product: [Br:15][C:4]1[S:3](=[O:13])(=[O:14])[N:2]([CH3:1])[C:7]2[CH:8]=[CH:9][CH:10]=[CH:11][C:6]=2[C:5]=1[CH3:12]. The catalyst class is: 279.